Regression. Given two drug SMILES strings and cell line genomic features, predict the synergy score measuring deviation from expected non-interaction effect. From a dataset of NCI-60 drug combinations with 297,098 pairs across 59 cell lines. (1) Drug 1: COC1=CC(=CC(=C1O)OC)C2C3C(COC3=O)C(C4=CC5=C(C=C24)OCO5)OC6C(C(C7C(O6)COC(O7)C8=CC=CS8)O)O. Drug 2: COCCOC1=C(C=C2C(=C1)C(=NC=N2)NC3=CC=CC(=C3)C#C)OCCOC.Cl. Cell line: SR. Synergy scores: CSS=78.3, Synergy_ZIP=4.95, Synergy_Bliss=5.90, Synergy_Loewe=-17.6, Synergy_HSA=6.01. (2) Drug 2: CC1CCC2CC(C(=CC=CC=CC(CC(C(=O)C(C(C(=CC(C(=O)CC(OC(=O)C3CCCCN3C(=O)C(=O)C1(O2)O)C(C)CC4CCC(C(C4)OC)O)C)C)O)OC)C)C)C)OC. Drug 1: COC1=C(C=C2C(=C1)N=CN=C2NC3=CC(=C(C=C3)F)Cl)OCCCN4CCOCC4. Cell line: UACC62. Synergy scores: CSS=27.2, Synergy_ZIP=-6.82, Synergy_Bliss=-4.13, Synergy_Loewe=0.193, Synergy_HSA=1.31.